Predict which catalyst facilitates the given reaction. From a dataset of Catalyst prediction with 721,799 reactions and 888 catalyst types from USPTO. (1) Reactant: Br[CH2:2][CH2:3][CH2:4][F:5].[OH:6][C:7]1[CH:8]=[C:9]([CH:12]=[CH:13][CH:14]=1)[CH:10]=[O:11].C(=O)([O-])[O-].[K+].[K+].ClCCl. Product: [F:5][CH2:4][CH2:3][CH2:2][O:6][C:7]1[CH:8]=[C:9]([CH:12]=[CH:13][CH:14]=1)[CH:10]=[O:11]. The catalyst class is: 42. (2) The catalyst class is: 1. Product: [Cl:1][C:2]1[N:7]=[C:6]([NH:14][CH2:9][C:10]([CH3:13])([CH3:12])[CH3:11])[CH:5]=[CH:4][N:3]=1. Reactant: [Cl:1][C:2]1[N:7]=[C:6](Cl)[CH:5]=[CH:4][N:3]=1.[CH2:9]([NH2:14])[C:10]([CH3:13])([CH3:12])[CH3:11].C(=O)([O-])[O-].[K+].[K+].N1C=CC=NC=1. (3) The catalyst class is: 28. Product: [ClH:36].[F:1][C:2]1[CH:3]=[CH:4][C:5]([C:32]([F:34])([F:33])[F:35])=[C:6]([CH:31]=1)[C:7]([N:9]1[CH2:10][CH2:11][N:12]([C:15](=[O:30])[CH2:16][NH:17][CH2:18][C:19]2[N:20]=[N:21][N:22]([C:24]3[CH:29]=[CH:28][CH:27]=[CH:26][CH:25]=3)[CH:23]=2)[CH2:13][CH2:14]1)=[O:8]. Reactant: [F:1][C:2]1[CH:3]=[CH:4][C:5]([C:32]([F:35])([F:34])[F:33])=[C:6]([CH:31]=1)[C:7]([N:9]1[CH2:14][CH2:13][N:12]([C:15](=[O:30])[CH2:16][NH:17][CH2:18][C:19]2[N:20]=[N:21][N:22]([C:24]3[CH:29]=[CH:28][CH:27]=[CH:26][CH:25]=3)[CH:23]=2)[CH2:11][CH2:10]1)=[O:8].[ClH:36].